From a dataset of Full USPTO retrosynthesis dataset with 1.9M reactions from patents (1976-2016). Predict the reactants needed to synthesize the given product. (1) Given the product [C:33]([C:30]1[CH:31]=[CH:32][C:27]([N:26]2[C@@H:22]([C:20]3[CH:19]=[CH:18][C:16]4[NH:17][C:13]([C@@H:9]5[CH2:10][CH2:11][CH2:12][NH:8]5)=[N:14][C:15]=4[CH:21]=3)[CH2:23][CH2:24][C@@H:25]2[C:37]2[CH:38]=[CH:39][C:40]([NH:43][C:44]([C@@H:46]3[CH2:50][CH2:49][CH2:48][NH:47]3)=[O:45])=[CH:41][CH:42]=2)=[CH:28][CH:29]=1)([CH3:36])([CH3:34])[CH3:35], predict the reactants needed to synthesize it. The reactants are: C(OC([N:8]1[CH2:12][CH2:11][CH2:10][C@H:9]1[C:13]1[NH:17][C:16]2[CH:18]=[CH:19][C:20]([CH:22]3[N:26]([C:27]4[CH:32]=[CH:31][C:30]([C:33]([CH3:36])([CH3:35])[CH3:34])=[CH:29][CH:28]=4)[CH:25]([C:37]4[CH:42]=[CH:41][C:40]([NH:43][C:44]([C@@H:46]5[CH2:50][CH2:49][CH2:48][N:47]5C(OC(C)(C)C)=O)=[O:45])=[CH:39][CH:38]=4)[CH2:24][CH2:23]3)=[CH:21][C:15]=2[N:14]=1)=O)(C)(C)C.C(O)(C(F)(F)F)=O. (2) Given the product [CH3:1][N:2]1[C:6]([CH3:7])=[C:5]([C:8]2[CH:9]=[C:10]([CH:25]=[CH:26][CH:27]=2)[CH2:11][O:12][C:13]2[CH:18]=[CH:17][C:16]([CH2:19][CH2:20][C:21]([OH:23])=[O:22])=[CH:15][CH:14]=2)[C:4]([CH3:28])=[N:3]1, predict the reactants needed to synthesize it. The reactants are: [CH3:1][N:2]1[C:6]([CH3:7])=[C:5]([C:8]2[CH:9]=[C:10]([CH:25]=[CH:26][CH:27]=2)[CH2:11][O:12][C:13]2[CH:18]=[CH:17][C:16]([CH2:19][CH2:20][C:21]([O:23]C)=[O:22])=[CH:15][CH:14]=2)[C:4]([CH3:28])=[N:3]1.[OH-].[Na+].O.C(O)(=O)CC(CC(O)=O)(C(O)=O)O. (3) Given the product [NH2:1][C:2]1[CH:7]=[CH:6][C:5]([O:8][C:17]2[CH:22]=[CH:21][N:20]=[C:19]3[CH:23]=[C:24]([C:26]4[N:31]=[CH:30][C:29]([CH2:32][N:33]([CH2:41][CH2:42][O:43][CH3:44])[C:34](=[O:40])[O:35][C:36]([CH3:37])([CH3:38])[CH3:39])=[CH:28][CH:27]=4)[S:25][C:18]=23)=[C:4]([F:9])[CH:3]=1, predict the reactants needed to synthesize it. The reactants are: [NH2:1][C:2]1[CH:7]=[CH:6][C:5]([OH:8])=[C:4]([F:9])[CH:3]=1.CC(C)([O-])C.[K+].Cl[C:17]1[CH:22]=[CH:21][N:20]=[C:19]2[CH:23]=[C:24]([C:26]3[N:31]=[CH:30][C:29]([CH2:32][N:33]([CH2:41][CH2:42][O:43][CH3:44])[C:34](=[O:40])[O:35][C:36]([CH3:39])([CH3:38])[CH3:37])=[CH:28][CH:27]=3)[S:25][C:18]=12.O. (4) Given the product [CH3:12][C:7]1([CH3:13])[C:6]2[N:5]=[C:4]([NH2:14])[N:3]=[C:2]([N:20]3[CH2:19][CH2:18][NH:17][C@@H:16]([CH3:15])[CH2:21]3)[C:11]=2[CH2:10][CH2:9][CH2:8]1, predict the reactants needed to synthesize it. The reactants are: Cl[C:2]1[C:11]2[CH2:10][CH2:9][CH2:8][C:7]([CH3:13])([CH3:12])[C:6]=2[N:5]=[C:4]([NH2:14])[N:3]=1.[CH3:15][C@H:16]1[CH2:21][NH:20][CH2:19][CH2:18][N:17]1C(OC(C)(C)C)=O. (5) Given the product [C:1]1([C:10]2[CH:15]=[CH:14][CH:13]=[CH:12][CH:11]=2)[CH:6]=[CH:5][CH:4]=[CH:3][C:2]=1[C:7]1[O:9][C:33]([C:27]2[CH:32]=[CH:31][CH:30]=[CH:29][CH:28]=2)=[N:34][N:35]=1, predict the reactants needed to synthesize it. The reactants are: [C:1]1([C:10]2[CH:15]=[CH:14][CH:13]=[CH:12][CH:11]=2)[C:2]([C:7]([OH:9])=O)=[CH:3][CH:4]=[CH:5][CH:6]=1.C(Cl)(=O)C(Cl)=O.CN(C)C=O.[C:27]1([C:33]2NN=[N:35][N:34]=2)[CH:32]=[CH:31][CH:30]=[CH:29][CH:28]=1. (6) Given the product [F:1][C:2]([F:18])([F:19])[O:3][C:4]1[CH:5]=[CH:6][C:7]([NH:10][CH:11]([CH2:16][CH3:17])[C:12]([OH:14])=[O:13])=[CH:8][CH:9]=1, predict the reactants needed to synthesize it. The reactants are: [F:1][C:2]([F:19])([F:18])[O:3][C:4]1[CH:9]=[CH:8][C:7]([NH:10][CH:11]([CH2:16][CH3:17])[C:12]([O:14]C)=[O:13])=[CH:6][CH:5]=1.[OH-].[Na+].